From a dataset of Reaction yield outcomes from USPTO patents with 853,638 reactions. Predict the reaction yield, written as a fraction of the theoretical maximum amount of product (1.0 means a 100% yield; for example, 0.34 means a 34% yield). The reactants are ClCCC1C=CC2OCC(=O)NC=2C=1.[Cl:15][CH2:16][C:17]([C:19]1[C:20]([F:30])=[CH:21][C:22]2[O:27][CH2:26][C:25](=[O:28])[NH:24][C:23]=2[CH:29]=1)=O. No catalyst specified. The product is [Cl:15][CH2:16][CH2:17][C:19]1[C:20]([F:30])=[CH:21][C:22]2[O:27][CH2:26][C:25](=[O:28])[NH:24][C:23]=2[CH:29]=1. The yield is 0.720.